Dataset: Full USPTO retrosynthesis dataset with 1.9M reactions from patents (1976-2016). Task: Predict the reactants needed to synthesize the given product. (1) Given the product [CH2:13]([N:10]1[C:6]2=[N:7][C:8]([CH3:9])=[C:3]([CH2:2][N:1]3[CH2:23][C:24]4[C:25](=[CH:30][C:31]([C:34]([F:37])([F:35])[F:36])=[CH:32][CH:33]=4)[C:26]3=[O:27])[C:4]([NH:15][CH:16]3[CH2:17][CH2:18][O:19][CH2:20][CH2:21]3)=[C:5]2[CH:12]=[N:11]1)[CH3:14], predict the reactants needed to synthesize it. The reactants are: [NH2:1][CH2:2][C:3]1[C:8]([CH3:9])=[N:7][C:6]2[N:10]([CH2:13][CH3:14])[N:11]=[CH:12][C:5]=2[C:4]=1[NH:15][CH:16]1[CH2:21][CH2:20][O:19][CH2:18][CH2:17]1.Br[CH2:23][C:24]1[CH:33]=[CH:32][C:31]([C:34]([F:37])([F:36])[F:35])=[CH:30][C:25]=1[C:26](OC)=[O:27]. (2) Given the product [C:27]([C:23]1[CH:22]=[C:21]([C:18]2[CH:17]=[CH:16][C:15]([C:11]3[O:12][C:13]([CH3:14])=[C:9]([CH2:8][CH2:7][O:6][S:2]([CH3:1])(=[O:4])=[O:3])[N:10]=3)=[CH:20][CH:19]=2)[CH:26]=[CH:25][CH:24]=1)(=[O:29])[CH3:28], predict the reactants needed to synthesize it. The reactants are: [CH3:1][S:2](Cl)(=[O:4])=[O:3].[OH:6][CH2:7][CH2:8][C:9]1[N:10]=[C:11]([C:15]2[CH:20]=[CH:19][C:18]([C:21]3[CH:26]=[CH:25][CH:24]=[C:23]([C:27](=[O:29])[CH3:28])[CH:22]=3)=[CH:17][CH:16]=2)[O:12][C:13]=1[CH3:14].C(N(CC)CC)C. (3) Given the product [CH:26]([C:29]1[N:33]=[C:32]([CH:34]2[CH2:39][CH2:38][N:37]([C:2]3[C:7]([C:8]#[N:9])=[C:6]([NH:10][C:11]4[CH:12]=[N:13][C:14]([S:17][CH3:18])=[CH:15][CH:16]=4)[N:5]=[CH:4][N:3]=3)[CH2:36][CH2:35]2)[O:31][N:30]=1)([CH3:28])[CH3:27], predict the reactants needed to synthesize it. The reactants are: Cl[C:2]1[C:7]([C:8]#[N:9])=[C:6]([NH:10][C:11]2[CH:12]=[N:13][C:14]([S:17][CH3:18])=[CH:15][CH:16]=2)[N:5]=[CH:4][N:3]=1.C(=O)([O-])[O-].[K+].[K+].Cl.[CH:26]([C:29]1[N:33]=[C:32]([CH:34]2[CH2:39][CH2:38][NH:37][CH2:36][CH2:35]2)[O:31][N:30]=1)([CH3:28])[CH3:27].C(=O)(O)[O-].[Na+]. (4) The reactants are: [CH2:1]([O:8][C:9]1[CH:14]=[CH:13][C:12]([C:15]2[C:20]([CH3:21])=[CH:19][C:18]([O:22][C@@H:23]3[CH2:27][CH2:26][O:25][CH2:24]3)=[CH:17][C:16]=2[CH3:28])=[CH:11][C:10]=1[CH2:29][OH:30])[C:2]1[CH:7]=[CH:6][CH:5]=[CH:4][CH:3]=1.O[C:32]1[CH:45]=[CH:44][C:35]2[C@H:36]([CH2:39][C:40]([O:42][CH3:43])=[O:41])[CH2:37][O:38][C:34]=2[CH:33]=1.C1(P(C2C=CC=CC=2)C2C=CC=CC=2)C=CC=CC=1.N(C(OC(C)C)=O)=NC(OC(C)C)=O. Given the product [CH2:1]([O:8][C:9]1[CH:14]=[CH:13][C:12]([C:15]2[C:20]([CH3:21])=[CH:19][C:18]([O:22][C@@H:23]3[CH2:27][CH2:26][O:25][CH2:24]3)=[CH:17][C:16]=2[CH3:28])=[CH:11][C:10]=1[CH2:29][O:30][C:32]1[CH:45]=[CH:44][C:35]2[C@H:36]([CH2:39][C:40]([O:42][CH3:43])=[O:41])[CH2:37][O:38][C:34]=2[CH:33]=1)[C:2]1[CH:3]=[CH:4][CH:5]=[CH:6][CH:7]=1, predict the reactants needed to synthesize it. (5) Given the product [CH2:15]([NH:2][C@H:3]([CH2:13][OH:14])[CH2:4][C:5]1[CH:10]=[CH:9][C:8]([OH:11])=[C:7]([Cl:12])[CH:6]=1)[C:16]1[CH:21]=[CH:20][CH:19]=[CH:18][CH:17]=1, predict the reactants needed to synthesize it. The reactants are: Cl.[NH2:2][C@H:3]([CH2:13][OH:14])[CH2:4][C:5]1[CH:10]=[CH:9][C:8]([OH:11])=[C:7]([Cl:12])[CH:6]=1.[CH:15](=O)[C:16]1[CH:21]=[CH:20][CH:19]=[CH:18][CH:17]=1.C(O[BH-](OC(=O)C)OC(=O)C)(=O)C.[Na+].C(=O)(O)[O-].[Na+]. (6) Given the product [O:18]=[C:11]1[C:10]2[C:15](=[CH:16][CH:17]=[C:8]([C:24]3[O:25][C:21]([CH:19]=[O:20])=[CH:22][CH:23]=3)[CH:9]=2)[N:14]=[CH:13][NH:12]1, predict the reactants needed to synthesize it. The reactants are: C([O-])([O-])=O.[Na+].[Na+].I[C:8]1[CH:9]=[C:10]2[C:15](=[CH:16][CH:17]=1)[N:14]=[CH:13][NH:12][C:11]2=[O:18].[CH:19]([C:21]1[O:25][C:24](B(O)O)=[CH:23][CH:22]=1)=[O:20]. (7) Given the product [CH2:24]([O:23][C:20]1[N:21]=[CH:22][C:17]([NH:16][C:2]2[C:7]([C:8]3[N:13]=[C:12]([CH3:14])[N:11]=[C:10]([NH2:15])[N:9]=3)=[CH:6][CH:5]=[CH:4][N:3]=2)=[CH:18][CH:19]=1)[CH3:25], predict the reactants needed to synthesize it. The reactants are: F[C:2]1[C:7]([C:8]2[N:13]=[C:12]([CH3:14])[N:11]=[C:10]([NH2:15])[N:9]=2)=[CH:6][CH:5]=[CH:4][N:3]=1.[NH2:16][C:17]1[CH:18]=[CH:19][C:20]([O:23][CH2:24][CH3:25])=[N:21][CH:22]=1.O1CCOCC1.Cl. (8) Given the product [Br-:20].[Cl:35][C:24]1[CH:25]=[N:26][C:27]2[C:32]([C:23]=1[CH2:22][CH2:21][P+:7]([C:1]1[CH:2]=[CH:3][CH:4]=[CH:5][CH:6]=1)([C:8]1[CH:13]=[CH:12][CH:11]=[CH:10][CH:9]=1)[C:14]1[CH:15]=[CH:16][CH:17]=[CH:18][CH:19]=1)=[CH:31][C:30]([O:33][CH3:34])=[CH:29][CH:28]=2, predict the reactants needed to synthesize it. The reactants are: [C:1]1([P:7]([C:14]2[CH:19]=[CH:18][CH:17]=[CH:16][CH:15]=2)[C:8]2[CH:13]=[CH:12][CH:11]=[CH:10][CH:9]=2)[CH:6]=[CH:5][CH:4]=[CH:3][CH:2]=1.[Br:20][CH2:21][CH2:22][C:23]1[C:32]2[C:27](=[CH:28][CH:29]=[C:30]([O:33][CH3:34])[CH:31]=2)[N:26]=[CH:25][C:24]=1[Cl:35]. (9) Given the product [C:8]1([C:14]2[CH:19]=[C:18]([CH:20]3[CH2:25][NH:24][S:23](=[O:26])(=[O:27])[NH:22][CH2:21]3)[C:17]([CH2:1][OH:2])=[CH:16][C:15]=2[NH:28][C:29]([C:31]2[NH:32][CH:33]=[C:34]([C:36]#[N:37])[N:35]=2)=[O:30])[CH2:13][CH2:12][CH2:11][CH2:10][CH:9]=1, predict the reactants needed to synthesize it. The reactants are: [C:1](O)(C(F)(F)F)=[O:2].[C:8]1([C:14]2[CH:19]=[C:18]([CH:20]3[CH2:25][NH:24][S:23](=[O:27])(=[O:26])[NH:22][CH2:21]3)[CH:17]=[CH:16][C:15]=2[NH:28][C:29]([C:31]2[N:32](COCC[Si](C)(C)C)[CH:33]=[C:34]([C:36]#[N:37])[N:35]=2)=[O:30])[CH2:13][CH2:12][CH2:11][CH2:10][CH:9]=1.